From a dataset of Reaction yield outcomes from USPTO patents with 853,638 reactions. Predict the reaction yield, written as a fraction of the theoretical maximum amount of product (1.0 means a 100% yield; for example, 0.34 means a 34% yield). (1) The reactants are [OH:1][CH2:2][CH:3]1[CH2:12][N:7]2[CH2:8][CH2:9][NH:10][CH2:11][CH:6]2[CH2:5][CH2:4]1.C([Li])CCC.[CH3:18][O:19][C:20]1[CH:25]=[CH:24][CH:23]=[C:22](OC)[N:21]=1.Cl. The catalyst is C1COCC1. The product is [OH:1][CH2:2][CH:3]1[CH2:12][N:7]2[CH2:8][CH2:9][N:10]([C:22]3[CH:23]=[CH:24][CH:25]=[C:20]([O:19][CH3:18])[N:21]=3)[CH2:11][CH:6]2[CH2:5][CH2:4]1. The yield is 0.370. (2) The reactants are [CH2:1]([O:8][C:9]1[CH:18]=[C:17]2[C:12]([CH:13]=[CH:14][N:15]=[C:16]2[OH:19])=[CH:11][N:10]=1)[C:2]1[CH:7]=[CH:6][CH:5]=[CH:4][CH:3]=1.CCN(CC)CC.[F:27][C:28]([F:41])([F:40])[S:29](O[S:29]([C:28]([F:41])([F:40])[F:27])(=[O:31])=[O:30])(=[O:31])=[O:30]. The catalyst is C(Cl)Cl. The product is [F:27][C:28]([F:41])([F:40])[S:29]([O:19][C:16]1[C:17]2[C:12](=[CH:11][N:10]=[C:9]([O:8][CH2:1][C:2]3[CH:3]=[CH:4][CH:5]=[CH:6][CH:7]=3)[CH:18]=2)[CH:13]=[CH:14][N:15]=1)(=[O:31])=[O:30]. The yield is 0.580. (3) The reactants are [CH:1]([C:4]1[C:5]([Cl:12])=[N:6][C:7]([Cl:11])=[N:8][C:9]=1Cl)([CH3:3])[CH3:2].[CH3:13][C:14]1[CH:15]=[C:16]([OH:21])[CH:17]=[C:18]([CH3:20])[CH:19]=1.[H-].[Na+]. The catalyst is CN(C=O)C.CCOCC. The product is [Cl:11][C:7]1[N:6]=[C:5]([Cl:12])[C:4]([CH:1]([CH3:3])[CH3:2])=[C:9]([O:21][C:16]2[CH:17]=[C:18]([CH3:20])[CH:19]=[C:14]([CH3:13])[CH:15]=2)[N:8]=1. The yield is 0.900. (4) The catalyst is O1CCCC1. The yield is 0.350. The reactants are C(OC([O:6][CH:7]1[CH2:19][CH2:18][C:17]([O:21]C(OCC)C)([CH3:20])[CH:16]([O:27][C:28]([N:30]2[CH2:35][CH2:34][CH:33]([N:36]3[CH2:40][CH2:39][CH2:38][CH2:37]3)[CH2:32][CH2:31]2)=[O:29])[CH:15]=[CH:14][CH:13]([CH3:41])[CH:12](/[C:42](/[CH3:69])=[CH:43]/[CH:44]=[CH:45]/[C:46]([O:63]C(OCC)C)([CH3:62])[CH2:47][CH:48]2[O:61][CH:49]2[CH:50]([CH3:60])[CH:51]([O:54]C(OCC)C)[CH2:52][CH3:53])[O:11][C:9](=[O:10])[CH2:8]1)C)C.C1(C)C=CC(S([O-])(=O)=O)=CC=1.[NH+]1C=CC=CC=1.CC(O)(C)C. The product is [OH:6][CH:7]1[CH2:19][CH2:18][C:17]([OH:21])([CH3:20])[CH:16]([O:27][C:28]([N:30]2[CH2:31][CH2:32][CH:33]([N:36]3[CH2:40][CH2:39][CH2:38][CH2:37]3)[CH2:34][CH2:35]2)=[O:29])[CH:15]=[CH:14][CH:13]([CH3:41])[CH:12](/[C:42](/[CH3:69])=[CH:43]/[CH:44]=[CH:45]/[C:46]([OH:63])([CH3:62])[CH2:47][CH:48]2[O:61][CH:49]2[CH:50]([CH3:60])[CH:51]([OH:54])[CH2:52][CH3:53])[O:11][C:9](=[O:10])[CH2:8]1. (5) The reactants are C([O:8][C:9]([C:11]1[CH:12]=[C:13]2[C:17](=[CH:18][CH:19]=1)[C:16](=[O:20])[N:15]([C:21]1[CH:26]=[CH:25][CH:24]=[C:23]([C:27]3[O:28][C:29]4[CH:35]=[C:34]([C:36](Cl)=[O:37])[CH:33]=[CH:32][C:30]=4[N:31]=3)[CH:22]=1)[C:14]2=[O:39])=[O:10])C1C=CC=CC=1.[CH2:40]([NH2:46])[CH:41]1[O:45][CH2:44][CH2:43][CH2:42]1.N1CCOCC1.[N-]=C=O. The catalyst is C1COCC1. The product is [O:45]1[CH2:44][CH2:43][CH2:42][CH:41]1[CH2:40][NH:46][C:36]([C:34]1[CH:33]=[CH:32][C:30]2[N:31]=[C:27]([C:23]3[CH:22]=[C:21]([N:15]4[C:14](=[O:39])[C:13]5[C:17](=[CH:18][CH:19]=[C:11]([C:9]([OH:8])=[O:10])[CH:12]=5)[C:16]4=[O:20])[CH:26]=[CH:25][CH:24]=3)[O:28][C:29]=2[CH:35]=1)=[O:37]. The yield is 0.590. (6) The reactants are [CH:1]([C:3]1[CH:4]=[CH:5][C:6]([NH:9][C:10](=[O:15])[C:11]([CH3:14])([CH3:13])[CH3:12])=[N:7][CH:8]=1)=[CH2:2]. The catalyst is CCO.[Pd]. The product is [CH2:1]([C:3]1[CH:4]=[CH:5][C:6]([NH:9][C:10](=[O:15])[C:11]([CH3:14])([CH3:13])[CH3:12])=[N:7][CH:8]=1)[CH3:2]. The yield is 0.950. (7) The reactants are [C:1]([O:5][C:6](=[O:15])[CH2:7]/[N:8]=[CH:9]/[CH2:10][C:11]([CH3:14])([CH3:13])[CH3:12])([CH3:4])([CH3:3])[CH3:2].[Cl:16][C:17]1[CH:22]=[CH:21][C:20](/[C:23](=[CH:26]/[C:27]2[CH:32]=[CH:31][CH:30]=[C:29]([Cl:33])[CH:28]=2)/[C:24]#[N:25])=[C:19]([F:34])[CH:18]=1.C(N(CC)CC)C. The catalyst is ClCCl. The product is [C:1]([O:5][C:6]([CH:7]1[CH:26]([C:27]2[CH:32]=[CH:31][CH:30]=[C:29]([Cl:33])[CH:28]=2)[C:23]([C:20]2[CH:21]=[CH:22][C:17]([Cl:16])=[CH:18][C:19]=2[F:34])([C:24]#[N:25])[CH:9]([CH2:10][C:11]([CH3:14])([CH3:13])[CH3:12])[NH:8]1)=[O:15])([CH3:4])([CH3:3])[CH3:2]. The yield is 0.250.